Task: Predict the product of the given reaction.. Dataset: Forward reaction prediction with 1.9M reactions from USPTO patents (1976-2016) (1) Given the reactants [CH:1]1([CH:4]([C:6]2[CH:11]=[CH:10][CH:9]=[CH:8][C:7]=2[F:12])O)[CH2:3][CH2:2]1.C1(P([N:27]=[N+:28]=[N-:29])(C2C=CC=CC=2)=O)C=CC=CC=1.C1CCN2C(=NCCC2)CC1, predict the reaction product. The product is: [N:27]([CH:4]([C:6]1[CH:11]=[CH:10][CH:9]=[CH:8][C:7]=1[F:12])[CH:1]1[CH2:3][CH2:2]1)=[N+:28]=[N-:29]. (2) Given the reactants Cl.O1CCOCC1.C([O:11][C:12]1[CH:13]=[C:14]2[C:19](=[CH:20][CH:21]=1)[N:18]=[CH:17][N:16]=[C:15]2Cl)(=O)C.[Cl:23][C:24]1[CH:25]=[C:26]([CH:28]=[CH:29][C:30]=1[O:31][CH2:32][C:33]1[CH:38]=[CH:37][CH:36]=[CH:35][N:34]=1)[NH2:27], predict the reaction product. The product is: [Cl:23][C:24]1[CH:25]=[C:26]([NH:27][C:15]2[C:14]3[C:19](=[CH:20][CH:21]=[C:12]([OH:11])[CH:13]=3)[N:18]=[CH:17][N:16]=2)[CH:28]=[CH:29][C:30]=1[O:31][CH2:32][C:33]1[CH:38]=[CH:37][CH:36]=[CH:35][N:34]=1.